From a dataset of Full USPTO retrosynthesis dataset with 1.9M reactions from patents (1976-2016). Predict the reactants needed to synthesize the given product. (1) Given the product [ClH:22].[CH3:7][C:8]1[CH:13]=[CH:12][CH:11]=[CH:10][C:9]=1[O:14][C:15]1[S:19][C:18]([CH2:20][NH2:21])=[CH:17][CH:16]=1, predict the reactants needed to synthesize it. The reactants are: B.C1COCC1.[CH3:7][C:8]1[CH:13]=[CH:12][CH:11]=[CH:10][C:9]=1[O:14][C:15]1[S:19][C:18]([C:20]#[N:21])=[CH:17][CH:16]=1.[ClH:22]. (2) The reactants are: BrCC1C(Cl)=NC(Cl)=CC=1.[C:11]([N:14]1[C:21]2[CH:22]=[CH:23][CH:24]=[CH:25][C:20]=2[CH:19]=[CH:18][C:17]2[N:26]=[C:27]([Cl:31])[C:28](F)=[CH:29][C:16]=2[CH2:15]1)(=[O:13])[CH3:12]. Given the product [C:11]([N:14]1[C:21]2[CH:22]=[CH:23][CH:24]=[CH:25][C:20]=2[CH:19]=[CH:18][C:17]2[N:26]=[C:27]([Cl:31])[CH:28]=[CH:29][C:16]=2[CH2:15]1)(=[O:13])[CH3:12], predict the reactants needed to synthesize it.